The task is: Regression. Given two drug SMILES strings and cell line genomic features, predict the synergy score measuring deviation from expected non-interaction effect.. This data is from NCI-60 drug combinations with 297,098 pairs across 59 cell lines. (1) Drug 1: CCC1=C2CN3C(=CC4=C(C3=O)COC(=O)C4(CC)O)C2=NC5=C1C=C(C=C5)O. Drug 2: CCN(CC)CCCC(C)NC1=C2C=C(C=CC2=NC3=C1C=CC(=C3)Cl)OC. Cell line: UACC62. Synergy scores: CSS=56.4, Synergy_ZIP=-4.19, Synergy_Bliss=-5.15, Synergy_Loewe=-67.0, Synergy_HSA=-4.07. (2) Drug 1: C1CCN(CC1)CCOC2=CC=C(C=C2)C(=O)C3=C(SC4=C3C=CC(=C4)O)C5=CC=C(C=C5)O. Drug 2: CCC1(CC2CC(C3=C(CCN(C2)C1)C4=CC=CC=C4N3)(C5=C(C=C6C(=C5)C78CCN9C7C(C=CC9)(C(C(C8N6C)(C(=O)OC)O)OC(=O)C)CC)OC)C(=O)OC)O.OS(=O)(=O)O. Cell line: UACC62. Synergy scores: CSS=50.4, Synergy_ZIP=9.92, Synergy_Bliss=10.6, Synergy_Loewe=-38.0, Synergy_HSA=9.24. (3) Drug 1: C1=CN(C(=O)N=C1N)C2C(C(C(O2)CO)O)O.Cl. Drug 2: C1CC(=O)NC(=O)C1N2C(=O)C3=CC=CC=C3C2=O. Cell line: CAKI-1. Synergy scores: CSS=24.0, Synergy_ZIP=-0.628, Synergy_Bliss=-3.11, Synergy_Loewe=-27.5, Synergy_HSA=-4.23. (4) Drug 1: C1C(C(OC1N2C=C(C(=O)NC2=O)F)CO)O. Drug 2: CCN(CC)CCNC(=O)C1=C(NC(=C1C)C=C2C3=C(C=CC(=C3)F)NC2=O)C. Cell line: TK-10. Synergy scores: CSS=11.5, Synergy_ZIP=-5.11, Synergy_Bliss=-3.00, Synergy_Loewe=-9.41, Synergy_HSA=-2.37. (5) Drug 1: CC1CCC2CC(C(=CC=CC=CC(CC(C(=O)C(C(C(=CC(C(=O)CC(OC(=O)C3CCCCN3C(=O)C(=O)C1(O2)O)C(C)CC4CCC(C(C4)OC)OCCO)C)C)O)OC)C)C)C)OC. Drug 2: CC12CCC3C(C1CCC2OP(=O)(O)O)CCC4=C3C=CC(=C4)OC(=O)N(CCCl)CCCl.[Na+]. Cell line: SN12C. Synergy scores: CSS=25.7, Synergy_ZIP=-2.06, Synergy_Bliss=-2.14, Synergy_Loewe=-0.965, Synergy_HSA=-0.00768. (6) Cell line: BT-549. Drug 1: CNC(=O)C1=NC=CC(=C1)OC2=CC=C(C=C2)NC(=O)NC3=CC(=C(C=C3)Cl)C(F)(F)F. Synergy scores: CSS=26.4, Synergy_ZIP=0.769, Synergy_Bliss=-0.104, Synergy_Loewe=-23.1, Synergy_HSA=-0.110. Drug 2: CC1C(C(CC(O1)OC2CC(CC3=C2C(=C4C(=C3O)C(=O)C5=C(C4=O)C(=CC=C5)OC)O)(C(=O)CO)O)N)O.Cl.